This data is from NCI-60 drug combinations with 297,098 pairs across 59 cell lines. The task is: Regression. Given two drug SMILES strings and cell line genomic features, predict the synergy score measuring deviation from expected non-interaction effect. (1) Drug 1: CNC(=O)C1=CC=CC=C1SC2=CC3=C(C=C2)C(=NN3)C=CC4=CC=CC=N4. Drug 2: CC1CCC2CC(C(=CC=CC=CC(CC(C(=O)C(C(C(=CC(C(=O)CC(OC(=O)C3CCCCN3C(=O)C(=O)C1(O2)O)C(C)CC4CCC(C(C4)OC)O)C)C)O)OC)C)C)C)OC. Cell line: UACC-257. Synergy scores: CSS=-0.0350, Synergy_ZIP=0.149, Synergy_Bliss=0.668, Synergy_Loewe=-1.28, Synergy_HSA=-1.04. (2) Drug 2: C1=CC=C(C(=C1)C(C2=CC=C(C=C2)Cl)C(Cl)Cl)Cl. Drug 1: CC1=C(C=C(C=C1)NC(=O)C2=CC=C(C=C2)CN3CCN(CC3)C)NC4=NC=CC(=N4)C5=CN=CC=C5. Synergy scores: CSS=-1.42, Synergy_ZIP=0.145, Synergy_Bliss=-1.74, Synergy_Loewe=-0.452, Synergy_HSA=-3.30. Cell line: SF-268. (3) Drug 1: CC(C1=C(C=CC(=C1Cl)F)Cl)OC2=C(N=CC(=C2)C3=CN(N=C3)C4CCNCC4)N. Drug 2: CC(C)CN1C=NC2=C1C3=CC=CC=C3N=C2N. Cell line: HCT-15. Synergy scores: CSS=2.60, Synergy_ZIP=0.206, Synergy_Bliss=2.87, Synergy_Loewe=0.896, Synergy_HSA=1.63. (4) Drug 1: CNC(=O)C1=CC=CC=C1SC2=CC3=C(C=C2)C(=NN3)C=CC4=CC=CC=N4. Drug 2: CC1OCC2C(O1)C(C(C(O2)OC3C4COC(=O)C4C(C5=CC6=C(C=C35)OCO6)C7=CC(=C(C(=C7)OC)O)OC)O)O. Cell line: NCI-H522. Synergy scores: CSS=37.4, Synergy_ZIP=3.95, Synergy_Bliss=6.65, Synergy_Loewe=7.37, Synergy_HSA=9.08. (5) Drug 1: CN1CCC(CC1)COC2=C(C=C3C(=C2)N=CN=C3NC4=C(C=C(C=C4)Br)F)OC. Drug 2: C1CCN(CC1)CCOC2=CC=C(C=C2)C(=O)C3=C(SC4=C3C=CC(=C4)O)C5=CC=C(C=C5)O. Cell line: CAKI-1. Synergy scores: CSS=42.8, Synergy_ZIP=-4.55, Synergy_Bliss=4.17, Synergy_Loewe=0.934, Synergy_HSA=5.67.